Dataset: Catalyst prediction with 721,799 reactions and 888 catalyst types from USPTO. Task: Predict which catalyst facilitates the given reaction. Reactant: Br[C:2]1[C:3]([CH2:9][N:10]([CH2:20][C:21]2[CH:26]=[CH:25][C:24]([O:27][CH3:28])=[CH:23][CH:22]=2)[C:11]([NH:13][C:14]2[CH:19]=[CH:18][CH:17]=[CH:16][CH:15]=2)=[O:12])=[N:4][C:5]([F:8])=[CH:6][CH:7]=1.C(N(CC)C(C)C)(C)C.O. Product: [F:8][C:5]1[CH:6]=[CH:7][C:2]2[N:13]([C:14]3[CH:19]=[CH:18][CH:17]=[CH:16][CH:15]=3)[C:11](=[O:12])[N:10]([CH2:20][C:21]3[CH:26]=[CH:25][C:24]([O:27][CH3:28])=[CH:23][CH:22]=3)[CH2:9][C:3]=2[N:4]=1. The catalyst class is: 122.